Predict the product of the given reaction. From a dataset of Forward reaction prediction with 1.9M reactions from USPTO patents (1976-2016). (1) Given the reactants [NH2:1][C:2]1[CH:3]=[N:4][C:5]2[C:10]([C:11]=1[CH2:12][CH2:13][C:14]13[CH2:21][CH2:20][C:17]([NH:22][CH2:23][C:24]4[CH:25]=[CH:26][C:27]5[O:28][CH2:29][C:30](=[O:34])[NH:31][C:32]=5[N:33]=4)([CH2:18][CH2:19]1)[CH2:16][CH2:15]3)=[N:9][C:8]([O:35][CH3:36])=[CH:7][CH:6]=2.[ClH:37], predict the reaction product. The product is: [ClH:37].[NH2:1][C:2]1[CH:3]=[N:4][C:5]2[C:10]([C:11]=1[CH2:12][CH2:13][C:14]13[CH2:15][CH2:16][C:17]([NH:22][CH2:23][C:24]4[CH:25]=[CH:26][C:27]5[O:28][CH2:29][C:30](=[O:34])[NH:31][C:32]=5[N:33]=4)([CH2:18][CH2:19]1)[CH2:20][CH2:21]3)=[N:9][C:8]([O:35][CH3:36])=[CH:7][CH:6]=2. (2) Given the reactants BrC1C=CC=CC=1CO.[Br:10][C:11]1[CH:16]=[CH:15][C:14](F)=[CH:13][C:12]=1[CH2:18][O:19][CH2:20][O:21][CH3:22], predict the reaction product. The product is: [Br:10][C:11]1[CH:16]=[CH:15][CH:14]=[CH:13][C:12]=1[CH2:18][O:19][CH2:20][O:21][CH3:22]. (3) Given the reactants [NH2:1][CH2:2][CH2:3][C:4]1[C:12]2[C:7](=[CH:8][CH:9]=[CH:10][CH:11]=2)[NH:6][CH:5]=1.[F:13][C:14]1[CH:37]=[CH:36][C:17]([CH2:18][O:19][CH2:20][C:21]([NH:23][CH2:24][CH2:25][CH2:26][CH2:27][CH2:28][C:29]2[N:30]=[C:31]([CH:34]=O)[S:32][CH:33]=2)=[O:22])=[CH:16][CH:15]=1.C(O[BH-](OC(=O)C)OC(=O)C)(=O)C.[Na+], predict the reaction product. The product is: [NH:6]1[C:7]2[C:12](=[CH:11][CH:10]=[CH:9][CH:8]=2)[C:4]([CH2:3][CH2:2][NH:1][CH2:34][C:31]2[S:32][CH:33]=[C:29]([CH2:28][CH2:27][CH2:26][CH2:25][CH2:24][NH:23][C:21](=[O:22])[CH2:20][O:19][CH2:18][C:17]3[CH:36]=[CH:37][C:14]([F:13])=[CH:15][CH:16]=3)[N:30]=2)=[CH:5]1. (4) Given the reactants [CH3:1][O:2][C:3]1[CH:4]=[CH:5][C:6]2[C:10]([O:11][C:12]3[CH:17]=[CH:16][C:15]([O:18][CH2:19][CH2:20][N:21]4[CH2:26][CH2:25][CH2:24][CH2:23][CH2:22]4)=[CH:14][CH:13]=3)=[CH:9][S:8][C:7]=2[CH:27]=1.[Br:28]Br.[O-]S([O-])(=S)=O.[Na+].[Na+], predict the reaction product. The product is: [CH3:1][O:2][C:3]1[CH:4]=[CH:5][C:6]2[C:10]([O:11][C:12]3[CH:13]=[CH:14][C:15]([O:18][CH2:19][CH2:20][N:21]4[CH2:26][CH2:25][CH2:24][CH2:23][CH2:22]4)=[CH:16][CH:17]=3)=[C:9]([Br:28])[S:8][C:7]=2[CH:27]=1. (5) Given the reactants [CH:1]([C:4]1[C:8]([CH2:9][OH:10])=[CH:7][N:6]([C:11]2[CH:16]=[CH:15][C:14]([C:17]([F:20])([F:19])[F:18])=[CH:13][CH:12]=2)[N:5]=1)([CH3:3])[CH3:2], predict the reaction product. The product is: [CH:1]([C:4]1[C:8]([CH:9]=[O:10])=[CH:7][N:6]([C:11]2[CH:16]=[CH:15][C:14]([C:17]([F:19])([F:20])[F:18])=[CH:13][CH:12]=2)[N:5]=1)([CH3:3])[CH3:2]. (6) Given the reactants N[C:2]1[C:10]([Cl:11])=[CH:9][C:8]([O:12][C:13]([F:16])([F:15])[F:14])=[CH:7][C:3]=1[C:4]([OH:6])=[O:5].Cl.N([O-])=O.[Na+].[PH2](O)=O, predict the reaction product. The product is: [Cl:11][C:10]1[CH:2]=[C:3]([CH:7]=[C:8]([O:12][C:13]([F:14])([F:15])[F:16])[CH:9]=1)[C:4]([OH:6])=[O:5]. (7) Given the reactants [O:1]1[CH2:6][CH2:5][CH:4]([C:7]([C:9]2[S:13][C:12]([NH2:14])=[N:11][C:10]=2[C:15]2[O:16][CH:17]=[CH:18][CH:19]=2)=[O:8])[CH2:3][CH2:2]1.[O:20]1[CH:24]=[CH:23][CH:22]=[C:21]1[C:25](Cl)=[O:26].O, predict the reaction product. The product is: [O:16]1[CH:17]=[CH:18][CH:19]=[C:15]1[C:10]1[N:11]=[C:12]([NH:14][C:25]([C:21]2[O:20][CH:24]=[CH:23][CH:22]=2)=[O:26])[S:13][C:9]=1[C:7]([CH:4]1[CH2:5][CH2:6][O:1][CH2:2][CH2:3]1)=[O:8]. (8) Given the reactants [CH3:1][C:2]([N:15]1[CH:19]=[C:18]([NH:20][C:21](=[O:27])[CH:22]([NH2:26])[CH2:23][CH2:24][CH3:25])[N:17]=[CH:16]1)([CH3:14])[CH2:3][CH2:4][NH:5][CH:6]([C:8]1[CH:13]=[CH:12][CH:11]=[CH:10][CH:9]=1)[CH3:7].[F:28][C:29]1[CH:30]=[C:31]2[C:36](=[C:37]([F:39])[CH:38]=1)[CH2:35][C:34](=O)[CH2:33][CH2:32]2, predict the reaction product. The product is: [CH3:14][C:2]([N:15]1[CH:19]=[C:18]([NH:20][C:21](=[O:27])[C@@H:22]([NH:26][CH:34]2[CH2:33][CH2:32][C:31]3[C:36](=[C:37]([F:39])[CH:38]=[C:29]([F:28])[CH:30]=3)[CH2:35]2)[CH2:23][CH2:24][CH3:25])[N:17]=[CH:16]1)([CH3:1])[CH2:3][CH2:4][NH:5][C@@H:6]([C:8]1[CH:13]=[CH:12][CH:11]=[CH:10][CH:9]=1)[CH3:7]. (9) Given the reactants [C:9](O[C:9]([O:11][C:12]([CH3:15])([CH3:14])[CH3:13])=[O:10])([O:11][C:12]([CH3:15])([CH3:14])[CH3:13])=[O:10].[Br:16][C:17]1[C:22]([CH3:23])=[CH:21][C:20]([N+:24]([O-:26])=[O:25])=[CH:19][C:18]=1[CH2:27][NH2:28], predict the reaction product. The product is: [Br:16][C:17]1[C:22]([CH3:23])=[CH:21][C:20]([N+:24]([O-:26])=[O:25])=[CH:19][C:18]=1[CH2:27][NH:28][C:9](=[O:10])[O:11][C:12]([CH3:13])([CH3:14])[CH3:15].